From a dataset of Peptide-MHC class I binding affinity with 185,985 pairs from IEDB/IMGT. Regression. Given a peptide amino acid sequence and an MHC pseudo amino acid sequence, predict their binding affinity value. This is MHC class I binding data. (1) The peptide sequence is YNPQSQGVV. The MHC is HLA-A02:03 with pseudo-sequence HLA-A02:03. The binding affinity (normalized) is 0.290. (2) The peptide sequence is YMLVLAEALI. The MHC is HLA-A02:03 with pseudo-sequence HLA-A02:03. The binding affinity (normalized) is 0.498. (3) The peptide sequence is REQASYLYV. The MHC is HLA-B08:02 with pseudo-sequence HLA-B08:02. The binding affinity (normalized) is 0.0847. (4) The peptide sequence is FYAAEVTSTL. The MHC is H-2-Kd with pseudo-sequence H-2-Kd. The binding affinity (normalized) is 0.593. (5) The MHC is HLA-A68:01 with pseudo-sequence HLA-A68:01. The binding affinity (normalized) is 0.310. The peptide sequence is SISGKYDIK.